From a dataset of Reaction yield outcomes from USPTO patents with 853,638 reactions. Predict the reaction yield, written as a fraction of the theoretical maximum amount of product (1.0 means a 100% yield; for example, 0.34 means a 34% yield). (1) The reactants are C1(P(C2CCCCC2)C2C=CC=CC=2C2C=CC=CC=2)CCCCC1.[B:35]1([B:35]2[O:39][C:38]([CH3:41])([CH3:40])[C:37]([CH3:43])([CH3:42])[O:36]2)[O:39][C:38]([CH3:41])([CH3:40])[C:37]([CH3:43])([CH3:42])[O:36]1.[K+].C([O-])(=O)C.Cl[C:50]1[CH:55]=[CH:54][N:53]=[C:52]2[NH:56][CH:57]=[CH:58][C:51]=12. The catalyst is O1CCOCC1.C1C=CC(/C=C/C(/C=C/C2C=CC=CC=2)=O)=CC=1.C1C=CC(/C=C/C(/C=C/C2C=CC=CC=2)=O)=CC=1.C1C=CC(/C=C/C(/C=C/C2C=CC=CC=2)=O)=CC=1.[Pd].[Pd]. The product is [CH3:41][C:38]1([CH3:40])[C:37]([CH3:42])([CH3:43])[O:36][B:35]([C:50]2[CH:55]=[CH:54][N:53]=[C:52]3[NH:56][CH:57]=[CH:58][C:51]=23)[O:39]1. The yield is 0.480. (2) The reactants are [NH2:1][C:2]1[CH:3]=[C:4]([CH:17]=[CH:18][CH:19]=1)[O:5][C:6]1[C:15]2[NH:14][C:13](=[O:16])[CH:12]=[N:11][C:10]=2[N:9]=[CH:8][CH:7]=1.[F:20][C:21]([F:33])([F:32])[O:22][C:23]1[CH:24]=[C:25]([CH:29]=[CH:30][CH:31]=1)[C:26](Cl)=[O:27]. No catalyst specified. The product is [O:16]=[C:13]1[CH:12]=[N:11][C:10]2[N:9]=[CH:8][CH:7]=[C:6]([O:5][C:4]3[CH:3]=[C:2]([NH:1][C:26](=[O:27])[C:25]4[CH:29]=[CH:30][CH:31]=[C:23]([O:22][C:21]([F:20])([F:32])[F:33])[CH:24]=4)[CH:19]=[CH:18][CH:17]=3)[C:15]=2[NH:14]1. The yield is 0.200. (3) The reactants are [C:1]([C:3]1[CH:11]=[CH:10][C:6]([C:7]([OH:9])=O)=[CH:5][CH:4]=1)#[N:2].CCN(C(C)C)C(C)C.CN(C(ON1N=NC2C=CC=CC1=2)=[N+](C)C)C.[B-](F)(F)(F)F.[CH:43]1([C@H:49]([NH:56][CH3:57])[CH2:50][N:51]2[CH2:54][CH:53]([OH:55])[CH2:52]2)[CH2:48][CH2:47][CH2:46][CH2:45][CH2:44]1. The catalyst is C(Cl)Cl. The product is [C:1]([C:3]1[CH:4]=[CH:5][C:6]([C:7]([N:56]([C@@H:49]([CH:43]2[CH2:48][CH2:47][CH2:46][CH2:45][CH2:44]2)[CH2:50][N:51]2[CH2:52][CH:53]([OH:55])[CH2:54]2)[CH3:57])=[O:9])=[CH:10][CH:11]=1)#[N:2]. The yield is 0.490. (4) The reactants are [Br:1][C:2]1[CH:6]=[C:5](Br)[S:4][C:3]=1[C:8]1[S:9][C:10](Br)=[CH:11][C:12]=1[Br:13].O.C(O)(=O)C.Cl. The catalyst is C(O)C.[Zn]. The product is [Br:13][C:12]1[CH:11]=[CH:10][S:9][C:8]=1[C:3]1[S:4][CH:5]=[CH:6][C:2]=1[Br:1]. The yield is 0.920. (5) The reactants are [CH3:1][O:2][C:3]1[CH:4]=[C:5]([O:21][C:22]2[CH:23]=[N:24][C:25]([S:28]([CH3:31])(=[O:30])=[O:29])=[CH:26][CH:27]=2)[CH:6]=[C:7]2[C:11]=1[NH:10][C:9]([C:12]1[S:13][CH:14]([CH2:17][C:18]([OH:20])=O)[CH2:15][N:16]=1)=[CH:8]2.Cl.C(N=C=NCCCN(C)C)C.ON1C2C=CC=CC=2N=N1.[NH2:54][CH2:55][C@@H:56]([OH:58])[CH3:57]. The catalyst is O.CN(C)C=O. The product is [OH:58][C@@H:56]([CH3:57])[CH2:55][NH:54][C:18](=[O:20])[CH2:17][CH:14]1[S:13][C:12]([C:9]2[NH:10][C:11]3[C:7]([CH:8]=2)=[CH:6][C:5]([O:21][C:22]2[CH:23]=[N:24][C:25]([S:28]([CH3:31])(=[O:29])=[O:30])=[CH:26][CH:27]=2)=[CH:4][C:3]=3[O:2][CH3:1])=[N:16][CH2:15]1. The yield is 0.680. (6) The reactants are [H-].[Al+3].[Li+].[H-].[H-].[H-].[CH3:7][N:8]([CH3:20])[C:9]([C:11]1[C:19]2[C:14](=[CH:15][CH:16]=[CH:17][CH:18]=2)[NH:13][N:12]=1)=O.O.O.O.O.O.O.O.O.O.O.S([O-])([O-])(=O)=O.[Na+].[Na+]. The catalyst is C1COCC1. The product is [CH3:20][N:8]([CH2:9][C:11]1[C:19]2[C:14](=[CH:15][CH:16]=[CH:17][CH:18]=2)[NH:13][N:12]=1)[CH3:7]. The yield is 0.760. (7) The yield is 0.870. The catalyst is O1CCCC1. The product is [Cl:24][C:23]1[CH:22]=[CH:21][C:4]([O:5][C:6]2[CH:7]=[CH:8][C:9]3[N:10]([CH:12]=[C:13]([NH:15][C:16]([CH:18]4[CH2:20][CH2:19]4)=[O:17])[N:14]=3)[N:11]=2)=[CH:3][C:2]=1[NH:1][C:28]([CH:25]1[CH2:27][CH2:26]1)=[O:29]. The reactants are [NH2:1][C:2]1[CH:3]=[C:4]([CH:21]=[CH:22][C:23]=1[Cl:24])[O:5][C:6]1[CH:7]=[CH:8][C:9]2[N:10]([CH:12]=[C:13]([NH:15][C:16]([CH:18]3[CH2:20][CH2:19]3)=[O:17])[N:14]=2)[N:11]=1.[CH:25]1([C:28](Cl)=[O:29])[CH2:27][CH2:26]1.C(N(CC)CC)C. (8) The catalyst is C(O)(=O)C. The yield is 0.790. The product is [F:13][C:14]1[CH:15]=[C:16]2[C:20](=[CH:21][CH:22]=1)[NH:19][C:18](=[O:23])/[C:17]/2=[CH:1]\[C:3]1[NH:7][C:6]([CH3:8])=[C:5]([C:9]([OH:11])=[O:10])[C:4]=1[CH3:12]. The reactants are [CH:1]([C:3]1[NH:7][C:6]([CH3:8])=[C:5]([C:9]([OH:11])=[O:10])[C:4]=1[CH3:12])=O.[F:13][C:14]1[CH:15]=[C:16]2[C:20](=[CH:21][CH:22]=1)[NH:19][C:18](=[O:23])[CH2:17]2.C(O)C.N1CCCC1. (9) The reactants are [CH3:1][NH:2][CH2:3][CH2:4][N:5]1[CH2:10][CH2:9][S:8][C:7]2[CH:11]=[CH:12][C:13]([NH:15][C:16]([C:18]3[S:19][CH:20]=[CH:21][CH:22]=3)=[NH:17])=[CH:14][C:6]1=2.[ClH:23]. The catalyst is CO. The product is [ClH:23].[ClH:23].[CH3:1][NH:2][CH2:3][CH2:4][N:5]1[CH2:10][CH2:9][S:8][C:7]2[CH:11]=[CH:12][C:13]([NH:15][C:16]([C:18]3[S:19][CH:20]=[CH:21][CH:22]=3)=[NH:17])=[CH:14][C:6]1=2. The yield is 1.00. (10) The product is [CH3:38][S:39]([OH:42])(=[O:41])=[O:40].[Cl:1][C:2]1[C:7]([C:8]2[C:9](=[O:25])[N:10]([CH2:23][CH3:24])[C:11]3[C:16]([CH:17]=2)=[CH:15][N:14]=[C:13]([NH:18][CH2:19][CH2:20][O:21][CH3:22])[CH:12]=3)=[CH:6][C:5]([NH:26][C:27]([NH:29][C:30]2[CH:35]=[CH:34][CH:33]=[C:32]([F:36])[CH:31]=2)=[O:28])=[C:4]([F:37])[CH:3]=1. The reactants are [Cl:1][C:2]1[C:7]([C:8]2[C:9](=[O:25])[N:10]([CH2:23][CH3:24])[C:11]3[C:16]([CH:17]=2)=[CH:15][N:14]=[C:13]([NH:18][CH2:19][CH2:20][O:21][CH3:22])[CH:12]=3)=[CH:6][C:5]([NH:26][C:27]([NH:29][C:30]2[CH:35]=[CH:34][CH:33]=[C:32]([F:36])[CH:31]=2)=[O:28])=[C:4]([F:37])[CH:3]=1.[CH3:38][S:39]([OH:42])(=[O:41])=[O:40]. The catalyst is CC#N. The yield is 0.830.